This data is from Reaction yield outcomes from USPTO patents with 853,638 reactions. The task is: Predict the reaction yield, written as a fraction of the theoretical maximum amount of product (1.0 means a 100% yield; for example, 0.34 means a 34% yield). (1) The reactants are [Cl:1][C:2]1[C:7]([NH:8][S:9]([C:12]2[CH:17]=[CH:16][CH:15]=[CH:14][CH:13]=2)(=[O:11])=[O:10])=[CH:6][C:5](B2OC(C)(C)C(C)(C)O2)=[CH:4][N:3]=1.Cl[C:28]1[CH:29]=[CH:30][C:31]2[N:32]=[CH:33][N:34]=[C:35]([O:38][CH:39]3[CH2:44][CH2:43][O:42][CH2:41][CH2:40]3)[C:36]=2[N:37]=1.C(=O)(O)[O-].[Na+]. The catalyst is O1CCOCC1. The product is [Cl:1][C:2]1[C:7]([NH:8][S:9]([C:12]2[CH:13]=[CH:14][CH:15]=[CH:16][CH:17]=2)(=[O:10])=[O:11])=[CH:6][C:5]([C:28]2[CH:29]=[CH:30][C:31]3[N:32]=[CH:33][N:34]=[C:35]([O:38][CH:39]4[CH2:44][CH2:43][O:42][CH2:41][CH2:40]4)[C:36]=3[N:37]=2)=[CH:4][N:3]=1. The yield is 0.230. (2) The product is [CH3:23][S:24]([O:1][CH2:2][CH:3]1[CH2:8][CH2:7][N:6]([C:9]([O:11][C:12]([CH3:15])([CH3:14])[CH3:13])=[O:10])[CH2:5][CH2:4]1)(=[O:26])=[O:25]. The reactants are [OH:1][CH2:2][CH:3]1[CH2:8][CH2:7][N:6]([C:9]([O:11][C:12]([CH3:15])([CH3:14])[CH3:13])=[O:10])[CH2:5][CH2:4]1.C(N(CC)CC)C.[CH3:23][S:24](Cl)(=[O:26])=[O:25].O. The catalyst is O1CCCC1. The yield is 0.960. (3) The reactants are Cl[C:2]1[N:7]=[CH:6][CH:5]=[CH:4][N:3]=1.[CH2:8]([O:10][C:11](=[O:30])[C@H:12]([CH2:23][CH2:24][C:25]([O:27][CH2:28][CH3:29])=[O:26])[NH:13][C:14](=[O:22])[C:15]1[CH:20]=[CH:19][C:18]([NH2:21])=[CH:17][CH:16]=1)[CH3:9]. The catalyst is CN(C=O)C. The product is [CH2:8]([O:10][C:11](=[O:30])[CH:12]([NH:13][C:14](=[O:22])[C:15]1[CH:20]=[CH:19][C:18]([NH:21][C:2]2[N:7]=[CH:6][CH:5]=[CH:4][N:3]=2)=[CH:17][CH:16]=1)[CH2:23][CH2:24][C:25]([O:27][CH2:28][CH3:29])=[O:26])[CH3:9]. The yield is 0.690. (4) The reactants are Br[C:2]1[C:3]([N:9]([CH:16]2[CH2:21][CH2:20][CH2:19][CH2:18][CH2:17]2)[C:10]2[CH:15]=[CH:14][CH:13]=[CH:12][CH:11]=2)=[N:4][C:5]([NH2:8])=[N:6][CH:7]=1.C([O-])([O-])=O.[K+].[K+]. The catalyst is CC(N(C)C)=O.CC([O-])=O.CC([O-])=O.[Pd+2]. The product is [CH:10]1([N:9]2[C:16]3[C:21](=[CH:20][CH:19]=[CH:18][CH:17]=3)[C:2]3[CH:7]=[N:6][C:5]([NH2:8])=[N:4][C:3]2=3)[CH2:15][CH2:14][CH2:13][CH2:12][CH2:11]1. The yield is 0.410. (5) The reactants are [F:1][C:2]1[CH:3]=[C:4]([CH:7]=[C:8]([CH:10]2[CH2:15][CH2:14][C:13]([O:16][Si](C(C)C)(C(C)C)C(C)C)=[CH:12][CH2:11]2)[CH:9]=1)[C:5]#[N:6].O.C([O-])(=O)C.[Na+].[Br:33]N1C(=O)CCC1=O. The catalyst is C1COCC1. The product is [Br:33][CH:12]1[C:13](=[O:16])[CH2:14][CH2:15][CH:10]([C:8]2[CH:7]=[C:4]([CH:3]=[C:2]([F:1])[CH:9]=2)[C:5]#[N:6])[CH2:11]1. The yield is 0.230. (6) The reactants are [CH3:1][O:2][C:3]1[S:4][CH:5]=[CH:6][CH:7]=1.C([Li])CCC.CN(C)[CH:15]=[O:16].Cl. The catalyst is O1CCCC1.CN(C)P(N(C)C)(N(C)C)=O. The product is [CH3:1][O:2][C:3]1[S:4][C:5]([CH:15]=[O:16])=[CH:6][CH:7]=1. The yield is 0.720. (7) The reactants are [Br:1][C:2]1[CH:3]=[C:4]2[C:11]3([C:15](=[O:16])[NH:14][C:13](=O)[NH:12]3)[CH2:10][CH:9]([C:18]3[CH:23]=[CH:22][CH:21]=[CH:20][C:19]=3[F:24])[O:8][C:5]2=[CH:6][CH:7]=1.COC1C=CC(P2(SP(C3C=CC(OC)=CC=3)(=S)S2)=[S:34])=CC=1. The catalyst is O1CCOCC1. The product is [Br:1][C:2]1[CH:3]=[C:4]2[C:11]3([C:15](=[O:16])[NH:14][C:13](=[S:34])[NH:12]3)[CH2:10][CH:9]([C:18]3[CH:23]=[CH:22][CH:21]=[CH:20][C:19]=3[F:24])[O:8][C:5]2=[CH:6][CH:7]=1. The yield is 0.670. (8) The reactants are C(OC([N:8]1[CH2:13][CH2:12][N:11](C(OC(C)(C)C)=O)[CH2:10][CH:9]1[C:21]1[CH:26]=[CH:25][C:24]([C:27]2[N:31]=[CH:30][O:29][N:28]=2)=[CH:23][CH:22]=1)=O)(C)(C)C.[ClH:32]. The catalyst is ClCCl.C(OCC)(=O)C. The product is [ClH:32].[ClH:32].[O:29]1[CH:30]=[N:31][C:27]([C:24]2[CH:25]=[CH:26][C:21]([CH:9]3[CH2:10][NH:11][CH2:12][CH2:13][NH:8]3)=[CH:22][CH:23]=2)=[N:28]1. The yield is 0.980. (9) The product is [C:1]([O-:4])(=[O:3])[C:2]1[CH:14]=[CH:13][CH:12]=[CH:11][CH:10]=1.[C:1]([O:4][CH2:5][CH2:6][N+:7]([CH2:23][O:22][CH2:16][CH2:17][CH2:18][CH2:19][CH2:20][CH2:21][CH3:10])([CH3:9])[CH3:8])(=[O:3])[CH3:2]. The catalyst is CS(C)=O. The yield is 0.650. The reactants are [C:1]([O:4][CH2:5][CH2:6][N:7]([CH3:9])[CH3:8])(=[O:3])[CH3:2].[CH3:10][CH2:11][CH2:12][CH2:13][CH2:14]C.[CH2:16]([O:22][CH2:23]Cl)[CH2:17][CH2:18][CH2:19][CH2:20][CH3:21]. (10) The reactants are C[O:2][C:3](=[O:21])[C:4]1[CH:9]=[CH:8][C:7]([C:10]2[O:11][C:12]3[CH:18]=[CH:17][C:16]([O:19]C)=[CH:15][C:13]=3[CH:14]=2)=[CH:6][CH:5]=1.Cl.N1C=CC=CC=1.O. The catalyst is CCOC(C)=O. The product is [OH:19][C:16]1[CH:17]=[CH:18][C:12]2[O:11][C:10]([C:7]3[CH:8]=[CH:9][C:4]([C:3]([OH:21])=[O:2])=[CH:5][CH:6]=3)=[CH:14][C:13]=2[CH:15]=1. The yield is 0.470.